From a dataset of CYP1A2 inhibition data for predicting drug metabolism from PubChem BioAssay. Regression/Classification. Given a drug SMILES string, predict its absorption, distribution, metabolism, or excretion properties. Task type varies by dataset: regression for continuous measurements (e.g., permeability, clearance, half-life) or binary classification for categorical outcomes (e.g., BBB penetration, CYP inhibition). Dataset: cyp1a2_veith. (1) The drug is COc1ccc(S(=O)(=O)N2CC3C4C=CC(C4)C3C2)cc1. The result is 0 (non-inhibitor). (2) The molecule is COc1ccc(NC(=O)C(=O)NNC(=O)c2cccs2)c(OC)c1. The result is 0 (non-inhibitor).